This data is from Experimentally validated miRNA-target interactions with 360,000+ pairs, plus equal number of negative samples. The task is: Binary Classification. Given a miRNA mature sequence and a target amino acid sequence, predict their likelihood of interaction. The miRNA is hsa-miR-6134 with sequence UGAGGUGGUAGGAUGUAGA. The protein sequence of the target gene is MVAATVAAAWLLLWAAACAQQEQDFYDFKAVNIRGKLVSLEKYRGSVSLVVNVASECGFTDQHYRALQQLQRDLGPHHFNVLAFPCNQFGQQEPDSNKEIESFARRTYSVSFPMFSKIAVTGTGAHPAFKYLAQTSGKEPTWNFWKYLVAPDGKVVGAWDPTVSVEEVRPQITALVRKLILLKREDL. Result: 1 (interaction).